Task: Predict the reactants needed to synthesize the given product.. Dataset: Full USPTO retrosynthesis dataset with 1.9M reactions from patents (1976-2016) (1) The reactants are: CC(C)=CC[O:5][C:6]1[CH:13]=[CH:12][C:9]([C:10]#[N:11])=[CH:8][CH:7]=1. Given the product [CH3:10][C:9]([C:13]1[CH:12]=[C:9]([CH:8]=[CH:7][C:6]=1[OH:5])[C:10]#[N:11])([CH3:12])[CH:8]=[CH2:7], predict the reactants needed to synthesize it. (2) Given the product [O:8]=[C:6]1[NH:7][C:2]2[N:1]=[C:19]([C:21]3[CH:22]=[CH:23][C:24]([O:31][CH3:32])=[C:25]([CH:30]=3)[C:26]([O:28][CH3:29])=[O:27])[CH:18]=[CH:17][C:3]=2[C:4](=[O:9])[NH:5]1, predict the reactants needed to synthesize it. The reactants are: [NH2:1][C:2]1[NH:7][C:6](=[O:8])[NH:5][C:4](=[O:9])[CH:3]=1.C(O)(=O)C.O.CN(C)/[CH:17]=[CH:18]/[C:19]([C:21]1[CH:22]=[CH:23][C:24]([O:31][CH3:32])=[C:25]([CH:30]=1)[C:26]([O:28][CH3:29])=[O:27])=O. (3) Given the product [CH2:1]([C:3]1[CH:7]=[C:6]([CH:21]=[O:22])[S:5][CH:4]=1)[CH3:2], predict the reactants needed to synthesize it. The reactants are: [CH2:1]([C:3]1[CH:7]=[CH:6][S:5][CH:4]=1)[CH3:2].C([Li])CCC.CCCCCC.CN(C)[CH:21]=[O:22].[Cl-].[NH4+]. (4) Given the product [CH3:4][O:5][C:6](=[O:37])[CH2:7][CH:8]([CH:9]1[O:13][N:12]=[C:11]([C:14]2[CH:19]=[CH:18][C:17]([O:20][CH2:21][C:22]3[C:31]4[C:26](=[CH:27][CH:28]=[CH:29][CH:30]=4)[N:25]=[C:24]([CH3:32])[CH:23]=3)=[CH:16][CH:15]=2)[CH2:10]1)[S:33][CH3:34], predict the reactants needed to synthesize it. The reactants are: C[O-].[Na+].[CH3:4][O:5][C:6](=[O:37])[CH2:7][CH:8]([S:33][C:34](=O)C)[CH:9]1[O:13][N:12]=[C:11]([C:14]2[CH:19]=[CH:18][C:17]([O:20][CH2:21][C:22]3[C:31]4[C:26](=[CH:27][CH:28]=[CH:29][CH:30]=4)[N:25]=[C:24]([CH3:32])[CH:23]=3)=[CH:16][CH:15]=2)[CH2:10]1.CI.